Dataset: Reaction yield outcomes from USPTO patents with 853,638 reactions. Task: Predict the reaction yield, written as a fraction of the theoretical maximum amount of product (1.0 means a 100% yield; for example, 0.34 means a 34% yield). The reactants are Cl.CN(C)CCCN=C=NCC.OC1C=CC=C[N+]=1[O-].[CH:21]1[C:34]2[N:33]([CH2:35][C:36]3[S:40][C:39]([C:41]4[CH:51]=[C:50]([Cl:52])[C:44]([O:45][CH2:46][C:47](O)=[O:48])=[C:43]([Cl:53])[CH:42]=4)=[N:38][N:37]=3)[C:32]3[C:27](=[CH:28][CH:29]=[CH:30][CH:31]=3)[S:26][C:25]=2[CH:24]=[CH:23][CH:22]=1.C(N(CC)CC)C.[NH:61]([CH2:65][CH2:66][OH:67])[CH2:62][CH2:63][OH:64]. The catalyst is CN(C=O)C. The product is [CH:31]1[C:32]2[N:33]([CH2:35][C:36]3[S:40][C:39]([C:41]4[CH:51]=[C:50]([Cl:52])[C:44]([O:45][CH2:46][C:47]([N:61]([CH2:65][CH2:66][OH:67])[CH2:62][CH2:63][OH:64])=[O:48])=[C:43]([Cl:53])[CH:42]=4)=[N:38][N:37]=3)[C:34]3[C:25](=[CH:24][CH:23]=[CH:22][CH:21]=3)[S:26][C:27]=2[CH:28]=[CH:29][CH:30]=1. The yield is 0.110.